Dataset: Catalyst prediction with 721,799 reactions and 888 catalyst types from USPTO. Task: Predict which catalyst facilitates the given reaction. (1) Reactant: [Cl:1][C:2]1[CH:8]=[C:7]([C:9]([F:12])([F:11])[F:10])[CH:6]=[CH:5][C:3]=1[NH2:4].N1([CH:22]=[O:23])C2C=CC=CC=2N=N1. Product: [Cl:1][C:2]1[CH:8]=[C:7]([C:9]([F:10])([F:11])[F:12])[CH:6]=[CH:5][C:3]=1[NH:4][CH:22]=[O:23]. The catalyst class is: 7. (2) Reactant: [OH-].[Na+].[CH3:3][N:4]([CH3:12])[CH2:5]/[CH:6]=[CH:7]/[C:8]([O:10]C)=[O:9].[ClH:13]. Product: [ClH:13].[CH3:3][N:4]([CH3:12])[CH2:5]/[CH:6]=[CH:7]/[C:8]([OH:10])=[O:9]. The catalyst class is: 5. (3) Reactant: [Br:1][CH:2]([CH2:15][Br:16])[CH2:3][O:4][C:5]1[CH:10]=[CH:9][N:8]=[CH:7][C:6]=1[O:11]COC.Cl. Product: [Br:1][CH:2]([CH2:15][Br:16])[CH2:3][O:4][C:5]1[CH:10]=[CH:9][N:8]=[CH:7][C:6]=1[OH:11]. The catalyst class is: 8.